Dataset: Reaction yield outcomes from USPTO patents with 853,638 reactions. Task: Predict the reaction yield, written as a fraction of the theoretical maximum amount of product (1.0 means a 100% yield; for example, 0.34 means a 34% yield). (1) The reactants are [Cl:1][C:2]1[CH:11]=[C:10]2[C:5]([CH:6]=[CH:7][C:8](/[CH:12]=[CH:13]/[C:14]3[CH:15]=[C:16]([CH:20]4[O:26][C:25](=[O:27])[C:24]5[CH:28]=[CH:29][CH:30]=[CH:31][C:23]=5[CH2:22][CH2:21]4)[CH:17]=[CH:18][CH:19]=3)=[N:9]2)=[CH:4][CH:3]=1.[NH:32]1[CH2:36][CH2:35][CH2:34][CH2:33]1. No catalyst specified. The product is [Cl:1][C:2]1[CH:11]=[C:10]2[C:5]([CH:6]=[CH:7][C:8](/[CH:12]=[CH:13]/[C:14]3[CH:15]=[C:16]([CH:20]([OH:26])[CH2:21][CH2:22][C:23]4[CH:31]=[CH:30][CH:29]=[CH:28][C:24]=4[C:25]([N:32]4[CH2:36][CH2:35][CH2:34][CH2:33]4)=[O:27])[CH:17]=[CH:18][CH:19]=3)=[N:9]2)=[CH:4][CH:3]=1. The yield is 0.610. (2) The reactants are [NH:1]1[CH:5]=[CH:4][N:3]=[CH:2]1.[H-].[Na+].Br[C:9]1[N:13]([CH2:14][C:15]2[CH:20]=[CH:19][CH:18]=[CH:17][C:16]=2[F:21])[N:12]=[C:11]([C:22]2[CH:27]=[CH:26][CH:25]=[CH:24][N:23]=2)[N:10]=1. The catalyst is CN(C=O)C. The product is [F:21][C:16]1[CH:17]=[CH:18][CH:19]=[CH:20][C:15]=1[CH2:14][N:13]1[C:9]([N:1]2[CH:5]=[CH:4][N:3]=[CH:2]2)=[N:10][C:11]([C:22]2[CH:27]=[CH:26][CH:25]=[CH:24][N:23]=2)=[N:12]1. The yield is 0.267. (3) The reactants are [NH2:1][C:2]1[N:11]=[CH:10][C:9]2[CH:8]=[CH:7][C:6]3[C:12]([C:16]([O:18]CC)=O)=[N:13][N:14]([CH3:15])[C:5]=3[C:4]=2[N:3]=1.C[N:22](C)C=O.[NH4+].[OH-]. The catalyst is CO. The product is [NH2:1][C:2]1[N:11]=[CH:10][C:9]2[CH:8]=[CH:7][C:6]3[C:12]([C:16]([NH2:22])=[O:18])=[N:13][N:14]([CH3:15])[C:5]=3[C:4]=2[N:3]=1. The yield is 0.500.